Task: Predict the reaction yield, written as a fraction of the theoretical maximum amount of product (1.0 means a 100% yield; for example, 0.34 means a 34% yield).. Dataset: Reaction yield outcomes from USPTO patents with 853,638 reactions (1) The reactants are C([O:3][C:4]([C:6]1[N:11]=[C:10]([NH:12][CH2:13][C:14]2[C:19]([CH3:20])=[CH:18][CH:17]=[CH:16][C:15]=2[CH2:21][CH3:22])[C:9]2[N:23]=[C:24]([CH3:27])[N:25]([CH3:26])[C:8]=2[CH:7]=1)=[O:5])C.O1CCOCC1.O.[OH-].[Li+].Cl. The catalyst is O. The product is [CH2:21]([C:15]1[CH:16]=[CH:17][CH:18]=[C:19]([CH3:20])[C:14]=1[CH2:13][NH:12][C:10]1[C:9]2[N:23]=[C:24]([CH3:27])[N:25]([CH3:26])[C:8]=2[CH:7]=[C:6]([C:4]([OH:5])=[O:3])[N:11]=1)[CH3:22]. The yield is 0.690. (2) The reactants are [CH3:1][O:2][C:3]([C:5]1([C:11]2[CH:16]=[CH:15][C:14]([NH2:17])=[C:13]([C:18]3[CH2:23][CH2:22][C:21]([CH3:25])([CH3:24])[CH2:20][CH:19]=3)[CH:12]=2)[CH2:10][CH2:9][O:8][CH2:7][CH2:6]1)=[O:4].[C:26]([C:28]1[CH:29]=[C:30]([C:33](O)=[O:34])[NH:31][CH:32]=1)#[N:27].Cl.CN(C)CCCN=C=NCC.OC1C2N=NNC=2C=CC=1.CCN(C(C)C)C(C)C. The catalyst is CN(C=O)C.O. The product is [CH3:1][O:2][C:3]([C:5]1([C:11]2[CH:16]=[CH:15][C:14]([NH:17][C:33]([C:30]3[NH:31][CH:32]=[C:28]([C:26]#[N:27])[CH:29]=3)=[O:34])=[C:13]([C:18]3[CH2:23][CH2:22][C:21]([CH3:25])([CH3:24])[CH2:20][CH:19]=3)[CH:12]=2)[CH2:6][CH2:7][O:8][CH2:9][CH2:10]1)=[O:4]. The yield is 0.500. (3) The reactants are [C:1](#[N:10])[C:2]1[CH:9]=CC=[C:4]([C:5]#[N:6])[CH:3]=1.[OH:11][NH2:12].Cl[CH2:14]CCC(Cl)=O.[CH3:20][N:21](C)C1C=CC=CC=1. The catalyst is C(OCC)(=O)C.C1(C)C=CC=CC=1.CN1C(=O)CCC1. The product is [CH2:4]1[CH:3]2[CH:2]([C:1]3[O:11][N:12]=[C:20]([NH2:21])[N:10]=3)[CH2:9][N:6]([CH2:14]2)[CH2:5]1. The yield is 0.450. (4) The yield is 0.780. The catalyst is CN(C=O)C.C(OCC)(=O)C. The reactants are Cl.[CH3:2][O:3][C:4](=[O:17])[C@H:5]([CH2:7][C:8]1[CH:13]=[CH:12][C:11]([N+:14]([O-:16])=[O:15])=[CH:10][CH:9]=1)[NH2:6].[CH3:18][S:19][CH2:20][CH2:21][CH2:22][CH2:23][C:24]1([C:29](O)=[O:30])[CH2:28][CH2:27][CH2:26][CH2:25]1.CN(C(ON1N=NC2C=CC=CC1=2)=[N+](C)C)C.F[P-](F)(F)(F)(F)F.C(N(C(C)C)CC)(C)C. The product is [CH3:2][O:3][C:4](=[O:17])[C@H:5]([CH2:7][C:8]1[CH:13]=[CH:12][C:11]([N+:14]([O-:16])=[O:15])=[CH:10][CH:9]=1)[NH:6][C:29]([C:24]1([CH2:23][CH2:22][CH2:21][CH2:20][S:19][CH3:18])[CH2:28][CH2:27][CH2:26][CH2:25]1)=[O:30]. (5) The reactants are [F:1][C:2]1[C:7]([N:8]([CH3:15])[S:9]([CH2:12][CH2:13][CH3:14])(=[O:11])=[O:10])=[CH:6][CH:5]=[C:4]([F:16])[C:3]=1[NH:17][C:18](=[O:26])OC1C=CC=CC=1.[CH3:27][O:28][C:29]1[C:37]2[C:32](=[N:33][CH:34]=[N:35][C:36]=2[NH2:38])[NH:31][N:30]=1.C(N(CC)CC)C.O. The catalyst is C1COCC1. The product is [F:1][C:2]1[C:3]([NH:17][C:18]([NH:38][C:36]2[N:35]=[CH:34][N:33]=[C:32]3[NH:31][N:30]=[C:29]([O:28][CH3:27])[C:37]=23)=[O:26])=[C:4]([F:16])[CH:5]=[CH:6][C:7]=1[N:8]([CH3:15])[S:9]([CH2:12][CH2:13][CH3:14])(=[O:10])=[O:11]. The yield is 0.410. (6) The reactants are Br[C:2]1[C:10]2[S:9][C:8]([NH:11][C:12]([C:14]3[S:15][C:16]([CH3:19])=[CH:17][CH:18]=3)=[O:13])=[N:7][C:6]=2[C:5]([O:20][CH3:21])=[CH:4][CH:3]=1.[N:22]1[CH:27]=[CH:26][C:25](B(O)O)=[CH:24][CH:23]=1. No catalyst specified. The product is [CH3:21][O:20][C:5]1[C:6]2[N:7]=[C:8]([NH:11][C:12]([C:14]3[S:15][C:16]([CH3:19])=[CH:17][CH:18]=3)=[O:13])[S:9][C:10]=2[C:2]([C:24]2[CH:23]=[N:22][CH:27]=[CH:26][CH:25]=2)=[CH:3][CH:4]=1. The yield is 0.0800. (7) The reactants are [I:1][C:2]1[CH:3]=[C:4]2[C:8](=[CH:9][CH:10]=1)[NH:7][C:6](=[O:11])[C:5]2=O.C(O)(C(F)(F)F)=O.[CH3:20][O:21][C:22](=[O:45])[CH2:23][CH2:24][C:25]([NH:27][C:28]1[CH:44]=[CH:43][C:31]([C:32]([NH:34][NH:35]C(OC(C)(C)C)=O)=[O:33])=[CH:30][CH:29]=1)=[O:26]. The catalyst is C(O)(=O)C. The product is [I:1][C:2]1[CH:3]=[C:4]2[C:8](=[CH:9][CH:10]=1)[NH:7][C:6](=[O:11])[C:5]2=[N:35][NH:34][C:32]([C:31]1[CH:30]=[CH:29][C:28]([NH:27][C:25](=[O:26])[CH2:24][CH2:23][C:22]([O:21][CH3:20])=[O:45])=[CH:44][CH:43]=1)=[O:33]. The yield is 0.920. (8) The reactants are [CH:1]1([C:4]2[CH:5]=[N:6][C:7]([CH2:10]O)=[N:8][CH:9]=2)[CH2:3][CH2:2]1.C(Br)(Br)(Br)[Br:13].C1(P(C2C=CC=CC=2)C2C=CC=CC=2)C=CC=CC=1. The catalyst is C(Cl)Cl. The product is [Br:13][CH2:10][C:7]1[N:6]=[CH:5][C:4]([CH:1]2[CH2:3][CH2:2]2)=[CH:9][N:8]=1. The yield is 0.120. (9) The reactants are [F:1][C:2]1[CH:7]=[C:6]([C:8]([F:11])([F:10])[F:9])[CH:5]=[C:4]([CH:12]([C:15]2[CH:20]=[CH:19][C:18]([F:21])=[CH:17][CH:16]=2)[N+:13]#[C-:14])[CH:3]=1.[CH2:22](Br)[C:23]1[CH:28]=[CH:27][CH:26]=[CH:25][CH:24]=1.[OH-].[K+]. The catalyst is C1(C)C=CC=CC=1.[Br-].C([N+](CCCC)(CCCC)CCCC)CCC. The product is [F:1][C:2]1[CH:7]=[C:6]([C:8]([F:10])([F:11])[F:9])[CH:5]=[C:4]([C@@:12]([C:15]2[CH:16]=[CH:17][C:18]([F:21])=[CH:19][CH:20]=2)([N+:13]#[C-:14])[CH2:22][C:23]2[CH:28]=[CH:27][CH:26]=[CH:25][CH:24]=2)[CH:3]=1.[F:1][C:2]1[CH:7]=[C:6]([C:8]([F:10])([F:11])[F:9])[CH:5]=[C:4]([C@:12]([C:15]2[CH:16]=[CH:17][C:18]([F:21])=[CH:19][CH:20]=2)([N+:13]#[C-:14])[CH2:22][C:23]2[CH:28]=[CH:27][CH:26]=[CH:25][CH:24]=2)[CH:3]=1. The yield is 0.420. (10) The product is [Br:12][C:13]1[N:18]=[CH:17][C:16]([CH2:19][NH:11][C:8]23[CH2:10][CH:4]4[CH2:5][CH:6]([CH2:1][CH:2]([CH2:3]4)[CH2:9]2)[CH2:7]3)=[CH:15][N:14]=1. The yield is 0.550. The reactants are [CH2:1]1[CH:6]2[CH2:7][C:8]3([NH2:11])[CH2:10][CH:4]([CH2:5]2)[CH2:3][CH:2]1[CH2:9]3.[Br:12][C:13]1[N:18]=[CH:17][C:16]([CH:19]=O)=[CH:15][N:14]=1. No catalyst specified.